Dataset: Forward reaction prediction with 1.9M reactions from USPTO patents (1976-2016). Task: Predict the product of the given reaction. Given the reactants [CH2:1]([O:3][C:4]([C:6]1[NH:7][C:8]2[C:13]([CH:14]=1)=[CH:12][C:11]([NH:15][CH:16]1[CH2:20][CH2:19][NH:18][CH2:17]1)=[CH:10][CH:9]=2)=[O:5])[CH3:2].[CH3:21][C:22]([CH3:24])=O.C(O[BH-](OC(=O)C)OC(=O)C)(=O)C.[Na+].C([O-])([O-])=O.[Na+].[Na+], predict the reaction product. The product is: [CH2:1]([O:3][C:4]([C:6]1[NH:7][C:8]2[C:13]([CH:14]=1)=[CH:12][C:11]([NH:15][CH:16]1[CH2:20][CH2:19][N:18]([CH:22]([CH3:24])[CH3:21])[CH2:17]1)=[CH:10][CH:9]=2)=[O:5])[CH3:2].